From a dataset of Reaction yield outcomes from USPTO patents with 853,638 reactions. Predict the reaction yield, written as a fraction of the theoretical maximum amount of product (1.0 means a 100% yield; for example, 0.34 means a 34% yield). (1) The reactants are [SH:1][C:2]1[CH:7]=[CH:6][N:5]=[CH:4][CH:3]=1.[H-].[Na+].Br[C:11]1[N:16]=[CH:15][C:14]([CH:17]=[O:18])=[CH:13][CH:12]=1.O. The catalyst is CN(C=O)C.CCOC(C)=O. The product is [N:5]1[CH:6]=[CH:7][C:2]([S:1][C:11]2[N:16]=[CH:15][C:14]([CH:17]=[O:18])=[CH:13][CH:12]=2)=[CH:3][CH:4]=1. The yield is 0.760. (2) The reactants are [N:1]1[C:10]2[C:5](=[CH:6][C:7]([CH2:11][N:12]3[C:16]4=[N:17][C:18]([C:21](=O)[CH3:22])=[CH:19][N:20]=[C:15]4[N:14]=[N:13]3)=[CH:8][CH:9]=2)[CH:4]=[CH:3][CH:2]=1.Cl.[CH2:25]([O:27][NH2:28])[CH3:26]. No catalyst specified. The product is [CH2:25]([O:27]/[N:28]=[C:21](/[C:18]1[N:17]=[C:16]2[N:12]([CH2:11][C:7]3[CH:6]=[C:5]4[C:10](=[CH:9][CH:8]=3)[N:1]=[CH:2][CH:3]=[CH:4]4)[N:13]=[N:14][C:15]2=[N:20][CH:19]=1)\[CH3:22])[CH3:26]. The yield is 0.610. (3) The reactants are N[C@H:2]([C:10]([OH:12])=[O:11])[CH2:3][C:4]1[CH:9]=[CH:8][CH:7]=[CH:6][CH:5]=1.S(=O)(=O)(O)[OH:14].N([O-])=O.[Na+].COC(C)(C)C. The catalyst is O. The product is [OH:14][C@@H:2]([CH2:3][C:4]1[CH:9]=[CH:8][CH:7]=[CH:6][CH:5]=1)[C:10]([OH:12])=[O:11]. The yield is 0.860. (4) The reactants are [OH-].[Na+].[CH3:3][C:4]1[O:8][C:7]([C:9]2[CH:14]=[CH:13][CH:12]=[CH:11][CH:10]=2)=[N:6][C:5]=1[CH2:15][O:16][C:17]1[CH:39]=[CH:38][C:20]([CH2:21][O:22][N:23]=[C:24]([C:32]2[CH:33]=[N:34][CH:35]=[CH:36][CH:37]=2)[CH2:25][CH2:26][C:27]([O:29]CC)=[O:28])=[CH:19][CH:18]=1.CO.Cl. The yield is 0.770. The catalyst is O1CCCC1. The product is [CH3:3][C:4]1[O:8][C:7]([C:9]2[CH:14]=[CH:13][CH:12]=[CH:11][CH:10]=2)=[N:6][C:5]=1[CH2:15][O:16][C:17]1[CH:39]=[CH:38][C:20]([CH2:21][O:22]/[N:23]=[C:24](/[C:32]2[CH:33]=[N:34][CH:35]=[CH:36][CH:37]=2)\[CH2:25][CH2:26][C:27]([OH:29])=[O:28])=[CH:19][CH:18]=1. (5) The reactants are [Br:1][C:2]1[C:11]([CH2:12][CH2:13][CH3:14])=[CH:10][C:9]2[C:4](=[CH:5][CH:6]=[C:7]([O:15][CH3:16])[CH:8]=2)[C:3]=1[OH:17].C(N(C(C)C)CC)(C)C.[CH3:27][O:28][CH2:29]Cl. The catalyst is C1COCC1.O. The product is [Br:1][C:2]1[C:11]([CH2:12][CH2:13][CH3:14])=[CH:10][C:9]2[C:4](=[CH:5][CH:6]=[C:7]([O:15][CH3:16])[CH:8]=2)[C:3]=1[O:17][CH2:27][O:28][CH3:29]. The yield is 0.780.